Dataset: Peptide-MHC class I binding affinity with 185,985 pairs from IEDB/IMGT. Task: Regression. Given a peptide amino acid sequence and an MHC pseudo amino acid sequence, predict their binding affinity value. This is MHC class I binding data. (1) The peptide sequence is IQYVIRAQL. The MHC is BoLA-HD6 with pseudo-sequence BoLA-HD6. The binding affinity (normalized) is 1.00. (2) The peptide sequence is CPDRQAGFLG. The MHC is Mamu-A2201 with pseudo-sequence Mamu-A2201. The binding affinity (normalized) is 0. (3) The peptide sequence is RIRQGLELTL. The MHC is Mamu-B03 with pseudo-sequence Mamu-B03. The binding affinity (normalized) is 0.592. (4) The peptide sequence is LVFLWLLWPV. The MHC is HLA-A68:02 with pseudo-sequence HLA-A68:02. The binding affinity (normalized) is 0.732.